Dataset: Drug-target binding data from BindingDB using IC50 measurements. Task: Regression. Given a target protein amino acid sequence and a drug SMILES string, predict the binding affinity score between them. We predict pIC50 (pIC50 = -log10(IC50 in M); higher means more potent). Dataset: bindingdb_ic50. The drug is CS(=O)(=O)N1CCC(C(O)(c2cncnc2Nc2ccc(F)cc2)C(F)(F)F)CC1. The target protein (P15539) has sequence MALRVTADVWLARPWQCLHRTRALGTTATLAPKTLQPFEAIPQYSRNKWLKMIQILREQGQENLHLEMHQVFRELGPIFRHSVGKTQIVSVMLPEDAEKLHQVESMLPRRMHLEPWVAHRELRGLRRGVFLLNGPEWRLNRLRLNRNVLSPKAVQKFVPMVDMVARDFLETLKEKVLQNARGSLTMDVQQSLFNYTIEASNFALFGERLGLLGHDLSPGSLKFIHALHSMFKSTSQLLFLPKSLTRWTSTRVWKEHFDAWDVISEYANRCIWKVHQELRLGSSQTYSGIVAELISQGSLPLDAIKANSMELTAGSVDTTAIPLVMTLFELARNPDVQKALRQESLAAEASIAANPQKAMSDLPLLRAALKETLRLYPVGGFLERILSSDLVLQNYHVPAGTLVLLYLYSMGRNPAVFPRPERYMPQRWLERKRSFQHLAFGFGVRQCLGRRLAEVEMMLLLHHILKTFQVETLRQEDVQMAYRFVLMPSSSPVLTFRPVS.... The pIC50 is 8.0.